From a dataset of Forward reaction prediction with 1.9M reactions from USPTO patents (1976-2016). Predict the product of the given reaction. (1) Given the reactants S(Cl)([Cl:3])=O.[Cl:5][C:6]1[CH:11]=[CH:10][C:9]([CH:12]=[CH:13][S:14](O)(=[O:16])=[O:15])=[C:8]([O:18][CH3:19])[CH:7]=1.C(OCC)(=O)C, predict the reaction product. The product is: [Cl:5][C:6]1[CH:11]=[CH:10][C:9]([CH:12]=[CH:13][S:14]([Cl:3])(=[O:16])=[O:15])=[C:8]([O:18][CH3:19])[CH:7]=1. (2) Given the reactants C([Si](C)(C)[O:6][C:7]1[C:12]([CH3:13])=[CH:11][C:10]([C:14]2([C:24]3[CH:29]=[C:28]([CH3:30])[C:27]([O:31][Si](C(C)(C)C)(C)C)=[C:26]([CH3:39])[CH:25]=3)[C:22]3[C:17](=[CH:18][CH:19]=[CH:20][CH:21]=3)[NH:16][C:15]2=[O:23])=[CH:9][C:8]=1[CH3:40])(C)(C)C.CC(C)([O-])C.[K+].C1COCC1.[CH3:54][O:55][C:56]1[CH:63]=[CH:62][C:59]([CH2:60]Cl)=[CH:58][CH:57]=1.[F-].C([N+](CCCC)(CCCC)CCCC)CCC, predict the reaction product. The product is: [OH:31][C:27]1[C:26]([CH3:39])=[CH:25][C:24]([C:14]2([C:10]3[CH:9]=[C:8]([CH3:40])[C:7]([OH:6])=[C:12]([CH3:13])[CH:11]=3)[C:22]3[C:17](=[CH:18][CH:19]=[CH:20][CH:21]=3)[N:16]([CH2:60][C:59]3[CH:62]=[CH:63][C:56]([O:55][CH3:54])=[CH:57][CH:58]=3)[C:15]2=[O:23])=[CH:29][C:28]=1[CH3:30]. (3) Given the reactants C1(C)C(S(O[CH2:11][CH2:12][CH2:13][O:14][C:15]2[CH:24]=[CH:23][C:22]3[C:17](=[CH:18][CH:19]=[CH:20][CH:21]=3)[CH:16]=2)(=O)=O)=CC=CC=1.[F-:26].[Cs+].C(O)(CC)(C)C.C(OCC)C, predict the reaction product. The product is: [F:26][CH2:11][CH2:12][CH2:13][O:14][C:15]1[CH:24]=[CH:23][C:22]2[C:17](=[CH:18][CH:19]=[CH:20][CH:21]=2)[CH:16]=1.